This data is from Peptide-MHC class I binding affinity with 185,985 pairs from IEDB/IMGT. The task is: Regression. Given a peptide amino acid sequence and an MHC pseudo amino acid sequence, predict their binding affinity value. This is MHC class I binding data. The peptide sequence is FEKMVSLLSV. The MHC is HLA-B44:02 with pseudo-sequence HLA-B44:02. The binding affinity (normalized) is 0.252.